This data is from Full USPTO retrosynthesis dataset with 1.9M reactions from patents (1976-2016). The task is: Predict the reactants needed to synthesize the given product. (1) Given the product [C:27]([O:26][C@@H:20]([C:7]1[C:6]([CH3:31])=[CH:5][C:4]2[C:9](=[CH:10][CH:11]=[C:2]([C:36]#[C:35][CH:32]3[CH2:34][CH2:33]3)[CH:3]=2)[C:8]=1[OH:12])[C:21]([O:23][CH2:24][CH3:25])=[O:22])([CH3:28])([CH3:30])[CH3:29], predict the reactants needed to synthesize it. The reactants are: Br[C:2]1[CH:3]=[C:4]2[C:9](=[CH:10][CH:11]=1)[C:8]([O:12][Si](CC)(CC)CC)=[C:7]([C@H:20]([O:26][C:27]([CH3:30])([CH3:29])[CH3:28])[C:21]([O:23][CH2:24][CH3:25])=[O:22])[C:6]([CH3:31])=[CH:5]2.[CH:32]1([C:35]#[C:36][Si](C)(C)C)[CH2:34][CH2:33]1.C(N(CC)CC)C.[F-].[Cs+]. (2) Given the product [CH3:11][C:9]1[CH:10]=[C:6]([CH:4]=[O:5])[N:7]([C:12]2[CH:17]=[CH:16][CH:15]=[CH:14][CH:13]=2)[N:8]=1, predict the reactants needed to synthesize it. The reactants are: CON(C)[C:4]([C:6]1[N:7]([C:12]2[CH:17]=[CH:16][CH:15]=[CH:14][CH:13]=2)[N:8]=[C:9]([CH3:11])[CH:10]=1)=[O:5].[H-].[Al+3].[Li+].[H-].[H-].[H-].S([O-])(O)(=O)=O.[Na+]. (3) The reactants are: [Cl:1][C:2]1[CH:3]=[C:4]([C:9]23[CH2:14][CH:13]2[C:12](=O)[NH:11][C:10]3=[O:16])[CH:5]=[CH:6][C:7]=1[Cl:8]. Given the product [Cl:1][C:2]1[CH:3]=[C:4]([C:9]23[CH2:14][CH:13]2[CH2:12][NH:11][C:10]3=[O:16])[CH:5]=[CH:6][C:7]=1[Cl:8], predict the reactants needed to synthesize it. (4) Given the product [I:14][C:5]1[N:1]([CH2:6][CH2:7][OH:8])[N:2]=[CH:3][CH:4]=1, predict the reactants needed to synthesize it. The reactants are: [N:1]1([CH2:6][CH2:7][OH:8])[CH:5]=[CH:4][CH:3]=[N:2]1.C([Li])CCC.[I:14]I. (5) Given the product [Cl:18][CH2:19][CH2:20][CH2:21][N:8]1[CH2:9][CH:10]2[CH:5]([CH2:4][CH2:3][N:2]([C:11]([O:13][C:14]([CH3:17])([CH3:16])[CH3:15])=[O:12])[CH2:1]2)[CH2:6][CH2:7]1, predict the reactants needed to synthesize it. The reactants are: [CH2:1]1[CH:10]2[CH:5]([CH2:6][CH2:7][NH:8][CH2:9]2)[CH2:4][CH2:3][N:2]1[C:11]([O:13][C:14]([CH3:17])([CH3:16])[CH3:15])=[O:12].[Cl:18][CH:19](Br)[CH2:20][CH3:21].C([O-])([O-])=O.[K+].[K+]. (6) Given the product [NH2:65]/[C:64](/[C:52]1[CH:51]=[N:50][C:49]([NH2:48])=[C:54]([C:55]2[O:56][C:57]([C:60]([CH3:63])([CH3:62])[CH3:61])=[N:58][N:59]=2)[N:53]=1)=[N:66]\[NH:67][C:36]([CH:35]1[CH2:34][CH2:33][N:32]([C:25]([O:27][C:28]([CH3:29])([CH3:30])[CH3:31])=[O:26])[CH2:40][CH2:39]1)=[O:38], predict the reactants needed to synthesize it. The reactants are: F[P-](F)(F)(F)(F)F.N1(OC(N(C)C)=[N+](C)C)C2N=CC=CC=2N=N1.[C:25]([N:32]1[CH2:40][CH2:39][CH:35]([C:36]([OH:38])=O)[CH2:34][CH2:33]1)([O:27][C:28]([CH3:31])([CH3:30])[CH3:29])=[O:26].CN1CCOCC1.[NH2:48][C:49]1[N:50]=[CH:51][C:52](/[C:64](=[N:66]/[NH2:67])/[NH2:65])=[N:53][C:54]=1[C:55]1[O:56][C:57]([C:60]([CH3:63])([CH3:62])[CH3:61])=[N:58][N:59]=1. (7) Given the product [CH3:22][O:21][C:18]1[CH:19]=[CH:20][C:15]([N:13]([CH3:14])[C:11]2[C:10]3[C:5](=[CH:6][CH:7]=[CH:8][CH:9]=3)[N:4]=[C:3]([NH:26][CH2:25][CH2:23][OH:24])[N:12]=2)=[CH:16][CH:17]=1, predict the reactants needed to synthesize it. The reactants are: Cl.Cl[C:3]1[N:12]=[C:11]([N:13]([C:15]2[CH:20]=[CH:19][C:18]([O:21][CH3:22])=[CH:17][CH:16]=2)[CH3:14])[C:10]2[C:5](=[CH:6][CH:7]=[CH:8][CH:9]=2)[N:4]=1.[CH2:23]([CH2:25][NH2:26])[OH:24].CCN(CC)CC. (8) Given the product [NH2:1][C:2]1[CH:10]=[CH:9][C:5]([CH2:6][CH2:7][OH:8])=[CH:4][C:3]=1[I:11], predict the reactants needed to synthesize it. The reactants are: [NH2:1][C:2]1[CH:10]=[CH:9][C:5]([CH2:6][CH2:7][OH:8])=[CH:4][CH:3]=1.[I:11]I.